Dataset: Catalyst prediction with 721,799 reactions and 888 catalyst types from USPTO. Task: Predict which catalyst facilitates the given reaction. (1) The catalyst class is: 18. Product: [Br:1][C:2]1[CH:3]=[CH:4][C:5]([C:6]([N:19]2[CH2:20][CH2:21][CH:17]([C:11]3[CH:16]=[CH:15][CH:14]=[CH:13][CH:12]=3)[CH2:18]2)=[O:8])=[CH:9][CH:10]=1. Reactant: [Br:1][C:2]1[CH:10]=[CH:9][C:5]([C:6]([OH:8])=O)=[CH:4][CH:3]=1.[C:11]1([CH:17]2[CH2:21][CH2:20][NH:19][CH2:18]2)[CH:16]=[CH:15][CH:14]=[CH:13][CH:12]=1.C(Cl)CCl.C1C=CC2N(O)N=NC=2C=1.CCN(C(C)C)C(C)C. (2) Reactant: [CH3:1][O:2][C:3]1[CH:8]=[C:7]([C:9]2[CH:10]=[C:11]([CH:29]=[CH:30][C:31]=2[CH3:32])[CH2:12][O:13][C:14]2[N:19]=[CH:18][C:17]3[C@@H:20]4[C@@H:23]([C:24]([O:26]CC)=[O:25])[C@@H:21]4[CH2:22][C:16]=3[CH:15]=2)[CH:6]=[CH:5][N:4]=1.O[Li].O.Cl. Product: [CH3:1][O:2][C:3]1[CH:8]=[C:7]([C:9]2[CH:10]=[C:11]([CH:29]=[CH:30][C:31]=2[CH3:32])[CH2:12][O:13][C:14]2[N:19]=[CH:18][C:17]3[C@@H:20]4[C@@H:23]([C:24]([OH:26])=[O:25])[C@@H:21]4[CH2:22][C:16]=3[CH:15]=2)[CH:6]=[CH:5][N:4]=1. The catalyst class is: 87. (3) Reactant: [CH3:1][C:2]1[CH:6]=[C:5]([CH2:7][NH:8][C:9]2[N:14]=[C:13]([NH:15][C:16]3[NH:20][N:19]=[C:18]([O:21][CH2:22][C:23]4[CH:24]=[C:25]([CH:29]=[CH:30][CH:31]=4)[C:26](O)=[O:27])[CH:17]=3)[CH:12]=[CH:11][N:10]=2)[O:4][N:3]=1.CN(C(ON1N=NC2C=CC=NC1=2)=[N+](C)C)C.F[P-](F)(F)(F)(F)F.[NH:56]1[CH2:61][CH2:60][O:59][CH2:58][CH2:57]1. Product: [CH3:1][C:2]1[CH:6]=[C:5]([CH2:7][NH:8][C:9]2[N:14]=[C:13]([NH:15][C:16]3[NH:20][N:19]=[C:18]([O:21][CH2:22][C:23]4[CH:24]=[C:25]([C:26]([N:56]5[CH2:61][CH2:60][O:59][CH2:58][CH2:57]5)=[O:27])[CH:29]=[CH:30][CH:31]=4)[CH:17]=3)[CH:12]=[CH:11][N:10]=2)[O:4][N:3]=1. The catalyst class is: 3. (4) Reactant: [NH2:1][C:2](=[O:66])[C@@H:3]([NH:25][C:26](=[O:65])[CH:27]([N:56]([C:58]([O:60][C:61]([CH3:64])([CH3:63])[CH3:62])=[O:59])[CH3:57])[CH2:28][CH2:29][NH:30][C:31]([O:33][C:34]1[CH:55]=[CH:54][C:37]([CH2:38][C@@H:39]([C:48]([O:50]CC=C)=[O:49])[NH:40][C:41]([O:43][C:44]([CH3:47])([CH3:46])[CH3:45])=[O:42])=[CH:36][CH:35]=1)=[O:32])[CH2:4][S:5][C:6]([C:19]1[CH:24]=[CH:23][CH:22]=[CH:21][CH:20]=1)([C:13]1[CH:18]=[CH:17][CH:16]=[CH:15][CH:14]=1)[C:7]1[CH:12]=[CH:11][CH:10]=[CH:9][CH:8]=1.C(N(CC)CC)C.C(O)=O. Product: [NH2:1][C:2](=[O:66])[C@@H:3]([NH:25][C:26](=[O:65])[CH:27]([N:56]([C:58]([O:60][C:61]([CH3:64])([CH3:63])[CH3:62])=[O:59])[CH3:57])[CH2:28][CH2:29][NH:30][C:31]([O:33][C:34]1[CH:55]=[CH:54][C:37]([CH2:38][C@@H:39]([C:48]([OH:50])=[O:49])[NH:40][C:41]([O:43][C:44]([CH3:46])([CH3:45])[CH3:47])=[O:42])=[CH:36][CH:35]=1)=[O:32])[CH2:4][S:5][C:6]([C:13]1[CH:18]=[CH:17][CH:16]=[CH:15][CH:14]=1)([C:7]1[CH:12]=[CH:11][CH:10]=[CH:9][CH:8]=1)[C:19]1[CH:24]=[CH:23][CH:22]=[CH:21][CH:20]=1. The catalyst class is: 30. (5) Reactant: [F:1][C:2]1[CH:7]=[CH:6][C:5]([NH:8][C:9]2[CH:14]=[CH:13][CH:12]=[CH:11][CH:10]=2)=[C:4]([N+:15]([O-])=O)[CH:3]=1.CCO[C:21]([CH3:23])=O.[CH3:24][OH:25]. Product: [F:1][C:2]1[CH:3]=[C:4]2[C:5](=[CH:6][CH:7]=1)[N:8]([C:9]1[CH:14]=[CH:13][CH:12]=[CH:11][CH:10]=1)[C:24](=[O:25])[C:9]([N:8]1[CH2:23][CH2:21][NH:15][CH2:4][CH2:5]1)=[N:15]2. The catalyst class is: 45. (6) Reactant: [Cl:1][C:2]1[C:3]([F:12])=[C:4]([CH:8]=[CH:9][C:10]=1[F:11])[C:5](Cl)=[O:6].[CH2:13]([NH:15][CH2:16][CH2:17][OH:18])[CH3:14]. Product: [Cl:1][C:2]1[C:3]([F:12])=[C:4]([CH:8]=[CH:9][C:10]=1[F:11])[C:5]([N:15]([CH2:13][CH3:14])[CH2:16][CH2:17][OH:18])=[O:6]. The catalyst class is: 797.